This data is from Catalyst prediction with 721,799 reactions and 888 catalyst types from USPTO. The task is: Predict which catalyst facilitates the given reaction. (1) Reactant: O1CCCC1.[F-].[CH2:7]([N+:11](CCCC)(CCCC)CCCC)CCC.C(#N)C.Br[CH2:28][C:29]1[CH:34]=[C:33]([CH:35]([S:44][C:45]2[CH:50]=[CH:49][C:48]([Cl:51])=[CH:47][CH:46]=2)[C:36]2[CH:41]=[C:40]([F:42])[CH:39]=[CH:38][C:37]=2[F:43])[C:32]([Cl:52])=[CH:31][N:30]=1. Product: [Cl:52][C:32]1[C:33]([CH:35]([S:44][C:45]2[CH:50]=[CH:49][C:48]([Cl:51])=[CH:47][CH:46]=2)[C:36]2[CH:41]=[C:40]([F:42])[CH:39]=[CH:38][C:37]=2[F:43])=[CH:34][C:29]([CH2:28][C:7]#[N:11])=[N:30][CH:31]=1. The catalyst class is: 81. (2) Reactant: Cl[C:2]1[CH:12]=[C:11]([CH3:13])[C:5]([C:6]([O:8][CH2:9][CH3:10])=[O:7])=[C:4]([CH3:14])[N:3]=1.[NH:15]1[CH2:20][CH2:19][CH:18]([C:21]([O:23][CH3:24])=[O:22])[CH2:17][CH2:16]1.CCN(C(C)C)C(C)C. Product: [CH3:24][O:23][C:21]([CH:18]1[CH2:19][CH2:20][N:15]([C:2]2[CH:12]=[C:11]([CH3:13])[C:5]([C:6]([O:8][CH2:9][CH3:10])=[O:7])=[C:4]([CH3:14])[N:3]=2)[CH2:16][CH2:17]1)=[O:22]. The catalyst class is: 44.